From a dataset of Catalyst prediction with 721,799 reactions and 888 catalyst types from USPTO. Predict which catalyst facilitates the given reaction. (1) Reactant: C(Cl)Cl.[Br:4][C:5]1[CH:6]=[C:7]([CH3:12])[C:8](I)=[N:9][CH:10]=1.C([Mg]Cl)(C)C.CN([CH:21]=[O:22])C. Product: [Br:4][C:5]1[CH:6]=[C:7]([CH3:12])[C:8]([CH:21]=[O:22])=[N:9][CH:10]=1. The catalyst class is: 1. (2) Reactant: [C:1]([C:4]1[CH:5]=[C:6]([C:10]2[N:11]=[CH:12][N:13]([C:15]([N:17]([CH:19]3[CH2:24][CH2:23][N:22]([CH2:25][C:26]4[CH:31]=[C:30]([O:32][CH3:33])[CH:29]=[CH:28][C:27]=4[F:34])[CH2:21][CH2:20]3)[CH3:18])=[O:16])[CH:14]=2)[CH:7]=[CH:8][CH:9]=1)(=[O:3])[NH2:2].[ClH:35].C(OCC)C. Product: [ClH:35].[C:1]([C:4]1[CH:5]=[C:6]([C:10]2[N:11]=[CH:12][N:13]([C:15]([N:17]([CH:19]3[CH2:20][CH2:21][N:22]([CH2:25][C:26]4[CH:31]=[C:30]([O:32][CH3:33])[CH:29]=[CH:28][C:27]=4[F:34])[CH2:23][CH2:24]3)[CH3:18])=[O:16])[CH:14]=2)[CH:7]=[CH:8][CH:9]=1)(=[O:3])[NH2:2]. The catalyst class is: 5. (3) Reactant: [Cl:1][C:2]1[CH:3]=[C:4]([NH:19][C:20]2[C:30]3[CH:29]=[C:28]([CH2:31]O)[CH2:27][CH2:26][NH:25][C:24]=3[N:23]=[CH:22][N:21]=2)[CH:5]=[CH:6][C:7]=1[O:8][C:9]1[CH:14]=[CH:13][CH:12]=[C:11]([C:15]([F:18])([F:17])[F:16])[CH:10]=1.CS([CH2:37][CH2:38][NH:39]S(C1C=CC=CC=1[N+]([O-])=O)(=O)=O)(=O)=O.C(P(=CC#N)(CCCC)CCCC)CCC. Product: [Cl:1][C:2]1[CH:3]=[C:4]([NH:19][C:20]2[C:30]3[CH:29]=[C:28]([CH2:31][CH2:37][C:38]#[N:39])[CH2:27][CH2:26][NH:25][C:24]=3[N:23]=[CH:22][N:21]=2)[CH:5]=[CH:6][C:7]=1[O:8][C:9]1[CH:14]=[CH:13][CH:12]=[C:11]([C:15]([F:18])([F:17])[F:16])[CH:10]=1. The catalyst class is: 11. (4) Reactant: [CH2:1]([C:3]1[C:4]([C:9]2[CH:14]=[CH:13][N:12]=[C:11]([NH:15][C:16]3[CH:17]=[C:18]([NH2:23])[CH:19]=[CH:20][C:21]=3[CH3:22])[N:10]=2)=[N:5][CH:6]=[CH:7][N:8]=1)[CH3:2].[F:24][C:25]([F:36])([F:35])[C:26]1[CH:27]=[C:28]([CH:32]=[CH:33][CH:34]=1)[C:29](O)=[O:30].F[P-](F)(F)(F)(F)F.N1(O[P+](N(C)C)(N(C)C)N(C)C)C2C=CC=CC=2N=N1.CCN(C(C)C)C(C)C. Product: [CH2:1]([C:3]1[C:4]([C:9]2[CH:14]=[CH:13][N:12]=[C:11]([NH:15][C:16]3[CH:17]=[C:18]([NH:23][C:29](=[O:30])[C:28]4[CH:32]=[CH:33][CH:34]=[C:26]([C:25]([F:24])([F:35])[F:36])[CH:27]=4)[CH:19]=[CH:20][C:21]=3[CH3:22])[N:10]=2)=[N:5][CH:6]=[CH:7][N:8]=1)[CH3:2]. The catalyst class is: 18.